This data is from Peptide-MHC class I binding affinity with 185,985 pairs from IEDB/IMGT. The task is: Regression. Given a peptide amino acid sequence and an MHC pseudo amino acid sequence, predict their binding affinity value. This is MHC class I binding data. (1) The peptide sequence is HLPELIWRS. The MHC is HLA-B27:05 with pseudo-sequence HLA-B27:05. The binding affinity (normalized) is 0.0847. (2) The peptide sequence is RGPDAFRF. The MHC is HLA-A01:01 with pseudo-sequence HLA-A01:01. The binding affinity (normalized) is 0. (3) The peptide sequence is AENLWVTVE. The MHC is Mamu-A11 with pseudo-sequence Mamu-A11. The binding affinity (normalized) is 0.282.